This data is from Full USPTO retrosynthesis dataset with 1.9M reactions from patents (1976-2016). The task is: Predict the reactants needed to synthesize the given product. (1) Given the product [Cl:1][C:2]1[CH:26]=[CH:25][C:5]([CH2:6][NH:7][C:8]([C:10]2[C:19](=[O:20])[C:18]3[C:13]4=[C:14]([O:22][CH2:23][CH2:24][N:12]4[CH:11]=2)[CH:15]=[C:16]([C:29]#[C:28][CH2:27][OH:30])[CH:17]=3)=[O:9])=[CH:4][CH:3]=1, predict the reactants needed to synthesize it. The reactants are: [Cl:1][C:2]1[CH:26]=[CH:25][C:5]([CH2:6][NH:7][C:8]([C:10]2[C:19](=[O:20])[C:18]3[C:13]4=[C:14]([O:22][CH2:23][CH2:24][N:12]4[CH:11]=2)[CH:15]=[C:16](I)[CH:17]=3)=[O:9])=[CH:4][CH:3]=1.[CH2:27]([OH:30])[C:28]#[CH:29].O. (2) Given the product [CH:19]([O:1][C:2]12[CH2:16][CH:15]([CH3:17])[CH2:14][C:13](=[O:18])[CH:12]1[CH2:11][CH2:10][CH2:9][CH2:8][CH2:7][CH2:6][CH2:5][CH2:4][CH2:3]2)=[CH2:20], predict the reactants needed to synthesize it. The reactants are: [OH:1][C:2]12[CH2:16][CH:15]([CH3:17])[CH2:14][C:13](=[O:18])[CH:12]1[CH2:11][CH2:10][CH2:9][CH2:8][CH2:7][CH2:6][CH2:5][CH2:4][CH2:3]2.[CH:19](OCC)=[CH2:20].C1(C)C=CC(S([O-])(=O)=O)=CC=1.[NH+]1C=CC=CC=1.[NH4+].[Cl-].